The task is: Predict which catalyst facilitates the given reaction.. This data is from Catalyst prediction with 721,799 reactions and 888 catalyst types from USPTO. Reactant: C([O:3][C:4]([C:6]1[CH:11]=[CH:10][C:9]([C:12]2[CH:17]=[CH:16][C:15]([C:18]([F:21])([F:20])[F:19])=[CH:14][CH:13]=2)=[C:8]([O:22][CH2:23][CH3:24])[CH:7]=1)=O)C.CC(C[AlH]CC(C)C)C.C1(C)C=CC=CC=1. Product: [CH2:23]([O:22][C:8]1[CH:7]=[C:6]([CH2:4][OH:3])[CH:11]=[CH:10][C:9]=1[C:12]1[CH:17]=[CH:16][C:15]([C:18]([F:19])([F:20])[F:21])=[CH:14][CH:13]=1)[CH3:24]. The catalyst class is: 1.